From a dataset of Reaction yield outcomes from USPTO patents with 853,638 reactions. Predict the reaction yield, written as a fraction of the theoretical maximum amount of product (1.0 means a 100% yield; for example, 0.34 means a 34% yield). (1) The reactants are [F:1][C:2]([F:35])([F:34])[C:3]1[CH:4]=[C:5]([CH:27]=[C:28]([C:30]([F:33])([F:32])[F:31])[CH:29]=1)[CH2:6][N:7]1[C:13](=[O:14])[C:12]2[C:15]([C:20]3[CH:25]=[CH:24][CH:23]=[CH:22][C:21]=3[CH3:26])=[CH:16][C:17](Cl)=[N:18][C:11]=2[O:10][CH2:9][CH2:8]1.C([O:40][C:41]([N:43]1[CH2:49][CH2:48][CH2:47][NH:46][CH2:45][CH2:44]1)=O)(C)(C)C.[C:50](Cl)(=O)C. No catalyst specified. The product is [C:41]([N:43]1[CH2:49][CH2:48][CH2:47][N:46]([C:17]2[CH:16]=[C:15]([C:20]3[CH:25]=[CH:24][CH:23]=[CH:22][C:21]=3[CH3:26])[C:12]3[C:13](=[O:14])[N:7]([CH2:6][C:5]4[CH:27]=[C:28]([C:30]([F:32])([F:31])[F:33])[CH:29]=[C:3]([C:2]([F:35])([F:1])[F:34])[CH:4]=4)[CH2:8][CH2:9][O:10][C:11]=3[N:18]=2)[CH2:45][CH2:44]1)(=[O:40])[CH3:50]. The yield is 0.110. (2) The product is [Cl:12][C:13]1[C:14]([F:21])=[C:15](/[CH:16]=[C:8](/[C:5]2[CH:6]=[CH:7][C:2]([Cl:1])=[CH:3][C:4]=2[F:11])\[C:9]#[N:10])[CH:18]=[CH:19][CH:20]=1. The yield is 0.860. The catalyst is CO. The reactants are [Cl:1][C:2]1[CH:7]=[CH:6][C:5]([CH2:8][C:9]#[N:10])=[C:4]([F:11])[CH:3]=1.[Cl:12][C:13]1[C:14]([F:21])=[C:15]([CH:18]=[CH:19][CH:20]=1)[CH:16]=O.C[O-].[Na+]. (3) The reactants are [N:1]1[C:6]2[S:7][C:8]3[CH2:13][CH2:12][CH2:11][CH2:10][C:9]=3[C:5]=2[C:4](=O)[NH:3][CH:2]=1.O=P(Cl)(Cl)[Cl:17].C(=O)(O)[O-].[Na+]. The catalyst is O. The product is [Cl:17][C:4]1[C:5]2[C:9]3[CH2:10][CH2:11][CH2:12][CH2:13][C:8]=3[S:7][C:6]=2[N:1]=[CH:2][N:3]=1. The yield is 0.600.